Dataset: Full USPTO retrosynthesis dataset with 1.9M reactions from patents (1976-2016). Task: Predict the reactants needed to synthesize the given product. (1) Given the product [OH:12][CH2:2][CH2:3][N:4]1[CH:8]=[CH:7][CH:6]=[C:5]1[CH2:9][CH3:10], predict the reactants needed to synthesize it. The reactants are: Br[CH2:2][CH2:3][N:4]1[CH:8]=[CH:7][CH:6]=[C:5]1[C:9](=O)[CH3:10].[OH-:12].[K+].O.NN. (2) Given the product [CH3:44][N:43]([CH3:45])[CH2:42][CH2:41][NH:40][C:38]([N:35]1[CH2:36][CH2:37][N:32]([C:29]2[CH:28]=[CH:27][C:26]([NH:25][C:2]3[N:7]=[C:6]([C:8]4[C:16]5[C:11](=[CH:12][CH:13]=[C:14]([F:17])[CH:15]=5)[NH:10][CH:9]=4)[CH:5]=[CH:4][N:3]=3)=[CH:31][CH:30]=2)[CH2:33][CH2:34]1)=[O:39], predict the reactants needed to synthesize it. The reactants are: Cl[C:2]1[N:7]=[C:6]([C:8]2[C:16]3[C:11](=[CH:12][CH:13]=[C:14]([F:17])[CH:15]=3)[N:10](C(OC(C)(C)C)=O)[CH:9]=2)[CH:5]=[CH:4][N:3]=1.[NH2:25][C:26]1[CH:31]=[CH:30][C:29]([N:32]2[CH2:37][CH2:36][N:35]([C:38]([NH:40][CH2:41][CH2:42][N:43]([CH3:45])[CH3:44])=[O:39])[CH2:34][CH2:33]2)=[CH:28][CH:27]=1. (3) The reactants are: [CH2:1]([C:5]1([CH3:53])[CH2:10][CH2:9][N:8]([C:11]2[N:16]3[N:17]=[C:18]([C:20]4[S:21][C:22]([CH2:25][C:26]5[CH:31]=[CH:30][CH:29]=[CH:28][C:27]=5B5OC(C)(C)C(C)(C)O5)=[CH:23][N:24]=4)[CH:19]=[C:15]3[N:14]=[C:13]([CH3:41])[C:12]=2[C@H:42]([O:48][C:49]([CH3:52])([CH3:51])[CH3:50])[C:43]([O:45][CH2:46][CH3:47])=[O:44])[CH2:7][CH2:6]1)[CH2:2][CH:3]=[CH2:4].[OH:54]OS([O-])=O.[K+].S([O-])([O-])(=O)=S.[Na+].[Na+]. Given the product [CH2:1]([C:5]1([CH3:53])[CH2:6][CH2:7][N:8]([C:11]2[N:16]3[N:17]=[C:18]([C:20]4[S:21][C:22]([CH2:25][C:26]5[CH:31]=[CH:30][CH:29]=[CH:28][C:27]=5[OH:54])=[CH:23][N:24]=4)[CH:19]=[C:15]3[N:14]=[C:13]([CH3:41])[C:12]=2[C@H:42]([O:48][C:49]([CH3:50])([CH3:52])[CH3:51])[C:43]([O:45][CH2:46][CH3:47])=[O:44])[CH2:9][CH2:10]1)[CH2:2][CH:3]=[CH2:4], predict the reactants needed to synthesize it. (4) Given the product [C:1]([O:5][C:6](=[O:28])[N:7]([C@H:8]1[C@H:12]([C:13]2[CH:18]=[CH:17][C:16]([Cl:19])=[C:15]([F:20])[CH:14]=2)[CH2:11][N:10]([CH2:21][C:22]2[CH:27]=[CH:26][CH:25]=[CH:24][CH:23]=2)[CH2:9]1)[CH3:32])([CH3:4])([CH3:2])[CH3:3], predict the reactants needed to synthesize it. The reactants are: [C:1]([O:5][C:6](=[O:28])[NH:7][C@H:8]1[C@H:12]([C:13]2[CH:18]=[CH:17][C:16]([Cl:19])=[C:15]([F:20])[CH:14]=2)[CH2:11][N:10]([CH2:21][C:22]2[CH:27]=[CH:26][CH:25]=[CH:24][CH:23]=2)[CH2:9]1)([CH3:4])([CH3:3])[CH3:2].[H-].[Na+].I[CH3:32].